From a dataset of Reaction yield outcomes from USPTO patents with 853,638 reactions. Predict the reaction yield, written as a fraction of the theoretical maximum amount of product (1.0 means a 100% yield; for example, 0.34 means a 34% yield). (1) The reactants are C([NH:4][C@:5]1([C:22](NC(C)(C)C)=[O:23])[C@@H:9]([CH2:10][CH2:11][CH2:12][B:13]2[O:17]C(C)(C)C(C)(C)[O:14]2)[CH2:8][NH:7][CH2:6]1)(=O)C.Cl.C(O)(=[O:32])C. The catalyst is O. The product is [NH2:4][C@:5]1([C:22]([OH:23])=[O:32])[C@@H:9]([CH2:10][CH2:11][CH2:12][B:13]([OH:14])[OH:17])[CH2:8][NH:7][CH2:6]1. The yield is 0.790. (2) The reactants are [Cl:1][C:2]1[C:3]([O:12][C:13]2[CH:18]=[C:17]([O:19][CH2:20][CH2:21][O:22][CH3:23])[CH:16]=[CH:15][C:14]=2[CH2:24][CH2:25][C:26]([OH:28])=O)=[N:4][CH:5]=[C:6]([C:8]([F:11])([F:10])[F:9])[CH:7]=1.[CH2:29]([S:34]([NH2:37])(=[O:36])=[O:35])[CH2:30][CH2:31][CH2:32][CH3:33].N12CCCN=C1CCCCC2. The catalyst is O1CCCC1. The product is [Cl:1][C:2]1[C:3]([O:12][C:13]2[CH:18]=[C:17]([O:19][CH2:20][CH2:21][O:22][CH3:23])[CH:16]=[CH:15][C:14]=2[CH2:24][CH2:25][C:26]([NH:37][S:34]([CH2:29][CH2:30][CH2:31][CH2:32][CH3:33])(=[O:36])=[O:35])=[O:28])=[N:4][CH:5]=[C:6]([C:8]([F:9])([F:10])[F:11])[CH:7]=1. The yield is 0.350.